This data is from Full USPTO retrosynthesis dataset with 1.9M reactions from patents (1976-2016). The task is: Predict the reactants needed to synthesize the given product. (1) Given the product [CH3:1][O:2][C:3](=[O:23])[CH:4]=[CH:5][C:6]1[CH:11]=[C:10]([NH2:12])[CH:9]=[CH:8][C:7]=1[O:15][C:16]1[CH:17]=[CH:18][C:19]([F:22])=[CH:20][CH:21]=1, predict the reactants needed to synthesize it. The reactants are: [CH3:1][O:2][C:3](=[O:23])[CH:4]=[CH:5][C:6]1[CH:11]=[C:10]([N+:12]([O-])=O)[CH:9]=[CH:8][C:7]=1[O:15][C:16]1[CH:21]=[CH:20][C:19]([F:22])=[CH:18][CH:17]=1.Cl. (2) Given the product [CH3:2][O:3][C:4](=[O:8])[C@H:5]([NH:6][S:20]([C:17]1[CH:16]=[CH:15][C:14]([O:13][CH2:9][C:10]#[C:11][CH3:12])=[CH:19][CH:18]=1)(=[O:22])=[O:21])[CH3:7], predict the reactants needed to synthesize it. The reactants are: Cl.[CH3:2][O:3][C:4](=[O:8])[C@@H:5]([CH3:7])[NH2:6].[CH2:9]([O:13][C:14]1[CH:19]=[CH:18][C:17]([S:20](Cl)(=[O:22])=[O:21])=[CH:16][CH:15]=1)[C:10]#[C:11][CH3:12].